This data is from Peptide-MHC class I binding affinity with 185,985 pairs from IEDB/IMGT. The task is: Regression. Given a peptide amino acid sequence and an MHC pseudo amino acid sequence, predict their binding affinity value. This is MHC class I binding data. (1) The peptide sequence is IAHLLEHLL. The MHC is HLA-A02:01 with pseudo-sequence HLA-A02:01. The binding affinity (normalized) is 0.117. (2) The peptide sequence is ATIMPHNLY. The MHC is HLA-A29:02 with pseudo-sequence HLA-A29:02. The binding affinity (normalized) is 0.778. (3) The peptide sequence is DTWHGFKNM. The MHC is HLA-B15:01 with pseudo-sequence HLA-B15:01. The binding affinity (normalized) is 0.0847. (4) The peptide sequence is QENEIYTYF. The MHC is HLA-A02:03 with pseudo-sequence HLA-A02:03. The binding affinity (normalized) is 0.0847.